Predict which catalyst facilitates the given reaction. From a dataset of Catalyst prediction with 721,799 reactions and 888 catalyst types from USPTO. (1) Reactant: C([Sn](CCCC)(CCCC)[C:6]1[S:7][CH:8]=[C:9]([CH2:11][CH:12]([CH2:23][CH2:24][CH2:25][CH2:26][CH2:27][CH2:28][CH2:29][CH3:30])[CH2:13][CH2:14][CH2:15][CH2:16][CH2:17][CH2:18][CH2:19][CH2:20][CH2:21][CH3:22])[CH:10]=1)CCC.Br[C:40]1[C:48]2[C:44](=[N:45][N:46]([CH2:49][CH2:50][CH2:51][CH3:52])[N:47]=2)[C:43](Br)=[C:42]([F:54])[C:41]=1[F:55]. Product: [CH2:49]([N:46]1[N:47]=[C:48]2[C:40]([C:6]3[S:7][CH:8]=[C:9]([CH2:11][CH:12]([CH2:23][CH2:24][CH2:25][CH2:26][CH2:27][CH2:28][CH2:29][CH3:30])[CH2:13][CH2:14][CH2:15][CH2:16][CH2:17][CH2:18][CH2:19][CH2:20][CH2:21][CH3:22])[CH:10]=3)=[C:41]([F:55])[C:42]([F:54])=[C:43]([C:6]3[S:7][CH:8]=[C:9]([CH2:11][CH:12]([CH2:23][CH2:24][CH2:25][CH2:26][CH2:27][CH2:28][CH2:29][CH3:30])[CH2:13][CH2:14][CH2:15][CH2:16][CH2:17][CH2:18][CH2:19][CH2:20][CH2:21][CH3:22])[CH:10]=3)[C:44]2=[N:45]1)[CH2:50][CH2:51][CH3:52]. The catalyst class is: 109. (2) Reactant: [OH:1][C:2]1[CH:7]=[C:6]([CH3:8])[O:5][C:4](=[O:9])[C:3]=1[C:10](=[O:20])[CH:11]=[CH:12][C:13]1[CH:18]=[CH:17][CH:16]=[C:15]([CH3:19])[CH:14]=1.[CH3:21][O:22][CH2:23][CH2:24]O.C1(P(C2C=CC=CC=2)C2C=CC=CC=2)C=CC=CC=1.N(C(OCC)=O)=NC(OCC)=O. Product: [CH3:21][O:22][CH2:23][CH2:24][O:1][C:2]1[CH:7]=[C:6]([CH3:8])[O:5][C:4](=[O:9])[C:3]=1[C:10](=[O:20])[CH:11]=[CH:12][C:13]1[CH:18]=[CH:17][CH:16]=[C:15]([CH3:19])[CH:14]=1. The catalyst class is: 7.